Dataset: Forward reaction prediction with 1.9M reactions from USPTO patents (1976-2016). Task: Predict the product of the given reaction. Given the reactants [CH:1]1[C:14]2[NH:13][C:12]3[C:7](=[CH:8][CH:9]=[CH:10][CH:11]=3)[S:6][C:5]=2[CH:4]=[CH:3][CH:2]=1.[C:15](OC(=O)C)(=[O:17])[CH3:16], predict the reaction product. The product is: [C:15]([N:13]1[C:14]2[CH:1]=[CH:2][CH:3]=[CH:4][C:5]=2[S:6][C:7]2[C:12]1=[CH:11][CH:10]=[CH:9][CH:8]=2)(=[O:17])[CH3:16].